Dataset: Full USPTO retrosynthesis dataset with 1.9M reactions from patents (1976-2016). Task: Predict the reactants needed to synthesize the given product. (1) Given the product [C:1]1([S:7]/[CH:8]=[C:9]2/[C:10](=[N:19][C:20]3[CH:21]=[CH:22][CH:23]=[CH:24][CH:25]=3)[C:11]3[C:16]([CH2:17][CH2:18]/2)=[CH:15][CH:14]=[CH:13][CH:12]=3)[CH:2]=[CH:3][CH:4]=[CH:5][CH:6]=1, predict the reactants needed to synthesize it. The reactants are: [C:1]1([S:7][CH:8](SC2C=CC=CC=2)[CH:9]2[CH2:18][CH2:17][C:16]3[C:11](=[CH:12][CH:13]=[CH:14][CH:15]=3)[C:10]2=[N:19][C:20]2[CH:25]=[CH:24][CH:23]=[CH:22][CH:21]=2)[CH:6]=[CH:5][CH:4]=[CH:3][CH:2]=1.ClC1C=CC=C(C(OO)=O)C=1. (2) Given the product [O:1]1[CH2:6][CH2:5][N:4]([C:7]2[CH:12]=[CH:11][C:10]([C:13]3[N:22]=[C:21]([O:23][CH:24]4[CH2:25][CH2:26][CH:27]([OH:30])[CH2:28][CH2:29]4)[C:20]4[C:15](=[N:16][CH:17]=[CH:18][N:19]=4)[CH:14]=3)=[CH:9][CH:8]=2)[CH2:3][CH2:2]1, predict the reactants needed to synthesize it. The reactants are: [O:1]1[CH2:6][CH2:5][N:4]([C:7]2[CH:12]=[CH:11][C:10]([C:13]3[N:22]=[C:21]([O:23][CH:24]4[CH2:29][CH2:28][C:27](=[O:30])[CH2:26][CH2:25]4)[C:20]4[C:15](=[N:16][CH:17]=[CH:18][N:19]=4)[CH:14]=3)=[CH:9][CH:8]=2)[CH2:3][CH2:2]1.[BH4-].[Na+].Cl. (3) Given the product [F:9][C:8]([F:11])([F:10])[C:6]1[CH:5]=[CH:4][C:3]([NH:13][N:14]=[CH:18][C:17]2[C:16]([OH:15])=[CH:23][C:22]([OH:24])=[CH:21][C:20]=2[OH:25])=[CH:2][CH:7]=1, predict the reactants needed to synthesize it. The reactants are: Cl[C:2]1[CH:7]=[C:6]([C:8]([F:11])([F:10])[F:9])[CH:5]=[C:4](Cl)[C:3]=1[NH:13][NH2:14].[OH:15][C:16]1[CH:23]=[C:22]([OH:24])[CH:21]=[C:20]([OH:25])[C:17]=1[CH:18]=O. (4) Given the product [CH2:12]([O:1][C:2]1[CH:9]=[CH:8][C:5]([CH2:6][OH:7])=[CH:4][CH:3]=1)[CH:11]=[CH2:10], predict the reactants needed to synthesize it. The reactants are: [OH:1][C:2]1[CH:9]=[CH:8][C:5]([CH2:6][OH:7])=[CH:4][CH:3]=1.[CH2:10](Br)[CH:11]=[CH2:12].C(=O)([O-])[O-].[K+].[K+].